From a dataset of Forward reaction prediction with 1.9M reactions from USPTO patents (1976-2016). Predict the product of the given reaction. Given the reactants [Cl:1][C:2]1[N:7]=[C:6]([NH:8][C:9]2[CH:14]=[CH:13][CH:12]=[CH:11][CH:10]=2)[CH:5]=[CH:4][N:3]=1.[H-].[Na+].[CH2:17](Br)[CH2:18][C:19]1[CH:24]=[CH:23][CH:22]=[CH:21][CH:20]=1, predict the reaction product. The product is: [Cl:1][C:2]1[N:7]=[C:6]([N:8]([CH2:17][CH2:18][C:19]2[CH:24]=[CH:23][CH:22]=[CH:21][CH:20]=2)[C:9]2[CH:14]=[CH:13][CH:12]=[CH:11][CH:10]=2)[CH:5]=[CH:4][N:3]=1.